From a dataset of Forward reaction prediction with 1.9M reactions from USPTO patents (1976-2016). Predict the product of the given reaction. (1) Given the reactants [Cl:1][C:2]1[C:3]([NH:23][C:24]2[CH:28]=[C:27]([CH3:29])[NH:26][N:25]=2)=[N:4][C:5]([NH:8][C:9]2[CH:14]=[C:13]([CH3:15])[C:12]([CH:16]3[CH2:21][CH2:20][NH:19][CH2:18][CH2:17]3)=[CH:11][C:10]=2[CH3:22])=[N:6][CH:7]=1.C([O-])([O-])=O.[Cs+].[Cs+].I[CH:37]1[CH2:42][CH2:41][S:40][CH2:39][CH2:38]1.[NH4+].[Cl-], predict the reaction product. The product is: [Cl:1][C:2]1[C:3]([NH:23][C:24]2[CH:28]=[C:27]([CH3:29])[NH:26][N:25]=2)=[N:4][C:5]([NH:8][C:9]2[CH:14]=[C:13]([CH3:15])[C:12]([CH:16]3[CH2:21][CH2:20][N:19]([CH:37]4[CH2:42][CH2:41][S:40][CH2:39][CH2:38]4)[CH2:18][CH2:17]3)=[CH:11][C:10]=2[CH3:22])=[N:6][CH:7]=1. (2) The product is: [F:9][C:8]1[C:3]([CH2:2][O:32][C:19]2[CH:20]=[CH:21][C:22]([N:24]3[C:28]([CH3:29])=[C:27]([CH3:30])[C:26]([CH3:31])=[N:25]3)=[CH:23][C:18]=2[CH3:17])=[C:4]([N:10]2[C:14](=[O:15])[N:13]([CH3:16])[N:12]=[N:11]2)[CH:5]=[CH:6][CH:7]=1. Given the reactants Br[CH2:2][C:3]1[C:8]([F:9])=[CH:7][CH:6]=[CH:5][C:4]=1[N:10]1[C:14](=[O:15])[N:13]([CH3:16])[N:12]=[N:11]1.[CH3:17][C:18]1[CH:23]=[C:22]([N:24]2[C:28]([CH3:29])=[C:27]([CH3:30])[C:26]([CH3:31])=[N:25]2)[CH:21]=[CH:20][C:19]=1[OH:32].C(=O)([O-])[O-].[K+].[K+], predict the reaction product. (3) Given the reactants Cl[C:2]1[C:3]2[N:4]([C:13]([CH2:17][CH2:18][CH3:19])=[N:14][C:15]=2[CH3:16])[C:5]2[C:10]([N:11]=1)=[CH:9][CH:8]=[C:7]([F:12])[CH:6]=2.[C-:20]#[N:21].[K+].O.C1(C)C=CC=CC=1, predict the reaction product. The product is: [F:12][C:7]1[CH:6]=[C:5]2[C:10]([N:11]=[C:2]([C:20]#[N:21])[C:3]3[N:4]2[C:13]([CH2:17][CH2:18][CH3:19])=[N:14][C:15]=3[CH3:16])=[CH:9][CH:8]=1.